From a dataset of Full USPTO retrosynthesis dataset with 1.9M reactions from patents (1976-2016). Predict the reactants needed to synthesize the given product. (1) Given the product [NH2:1][C:2]1[C:7]([CH2:8][OH:9])=[C:6]([N:10]2[CH2:15][CH2:14][CH:13]([C:16]3[N:17]([CH3:32])[CH:18]=[C:19]([C:21]4[CH:26]=[CH:25][C:24]([F:27])=[C:23]([C:28]([F:31])([F:30])[F:29])[CH:22]=4)[N:20]=3)[CH2:12][CH2:11]2)[N:5]=[CH:4][N:3]=1, predict the reactants needed to synthesize it. The reactants are: [NH2:1][C:2]1[C:7]([CH:8]=[O:9])=[C:6]([N:10]2[CH2:15][CH2:14][CH:13]([C:16]3[N:17]([CH3:32])[CH:18]=[C:19]([C:21]4[CH:26]=[CH:25][C:24]([F:27])=[C:23]([C:28]([F:31])([F:30])[F:29])[CH:22]=4)[N:20]=3)[CH2:12][CH2:11]2)[N:5]=[CH:4][N:3]=1.[BH4-].[Na+]. (2) Given the product [C:26]([NH:29][C:30]([C:33]1[C:41]2[C:36](=[N:37][CH:38]=[C:39]([C:42]3[C:50]4[CH2:49][CH2:48][CH2:47][CH2:46][C:45]=4[N:44]([CH3:51])[N+:43]=3[O-:52])[N:40]=2)[N:35]([CH2:53][O:54][CH2:55][CH2:56][Si:57]([CH3:60])([CH3:59])[CH3:58])[CH:34]=1)=[O:31])([CH3:28])([CH3:27])[CH3:25], predict the reactants needed to synthesize it. The reactants are: CN(C(ON1N=NC2C=CC=NC1=2)=[N+](C)C)C.F[P-](F)(F)(F)(F)F.[CH3:25][C:26]([NH2:29])([CH3:28])[CH3:27].[C:30]([C:33]1[C:41]2[C:36](=[N:37][CH:38]=[C:39]([C:42]3[C:50]4[CH2:49][CH2:48][CH2:47][CH2:46][C:45]=4[N:44]([CH3:51])[N+:43]=3[O-:52])[N:40]=2)[N:35]([CH2:53][O:54][CH2:55][CH2:56][Si:57]([CH3:60])([CH3:59])[CH3:58])[CH:34]=1)(O)=[O:31]. (3) Given the product [N:22]1([C:2]2[CH:3]=[C:4]3[C:9](=[CH:10][C:11]=2[N+:12]([O-:14])=[O:13])[NH:8][C:7](=[O:15])[N:6]([NH:16][S:17]([CH3:20])(=[O:19])=[O:18])[C:5]3=[O:21])[CH:26]=[CH:25][N:24]=[CH:23]1, predict the reactants needed to synthesize it. The reactants are: F[C:2]1[CH:3]=[C:4]2[C:9](=[CH:10][C:11]=1[N+:12]([O-:14])=[O:13])[NH:8][C:7](=[O:15])[N:6]([NH:16][S:17]([CH3:20])(=[O:19])=[O:18])[C:5]2=[O:21].[NH:22]1[CH:26]=[CH:25][N:24]=[CH:23]1.CN1CCN(C)C1=O.O. (4) Given the product [CH3:20][O:19][C:17]1[CH:16]=[CH:15][C:13]2[NH:14][C:25]3[CH2:26][S:21][CH2:22][C:23](=[O:28])[C:24]=3[S:11][C:12]=2[CH:18]=1, predict the reactants needed to synthesize it. The reactants are: [NH2:14][C:13]1[CH:15]=[CH:16][C:17]([O:19][CH3:20])=[CH:18][C:12]=1[S:11][S:11][C:12]1[CH:18]=[C:17]([O:19][CH3:20])[CH:16]=[CH:15][C:13]=1[NH2:14].[S:21]1[CH2:26][C:25](=O)[CH2:24][C:23](=[O:28])[CH2:22]1. (5) Given the product [CH2:1]([O:3][C:4](=[O:23])[CH2:5][C@@H:6]([N:13]1[C:14]2=[N:15][C:16]([C:21]#[N:22])=[CH:17][CH:18]=[C:19]2[NH:20][C:29]1=[O:30])[C:7]1[CH:8]=[CH:9][CH:10]=[CH:11][CH:12]=1)[CH3:2], predict the reactants needed to synthesize it. The reactants are: [CH2:1]([O:3][C:4](=[O:23])[CH2:5][C@@H:6]([NH:13][C:14]1[C:19]([NH2:20])=[CH:18][CH:17]=[C:16]([C:21]#[N:22])[N:15]=1)[C:7]1[CH:12]=[CH:11][CH:10]=[CH:9][CH:8]=1)[CH3:2].C1N=CN([C:29](N2C=NC=C2)=[O:30])C=1.C1CCN2C(=NCCC2)CC1. (6) Given the product [F:22][C:14]1[CH:15]=[C:16]([N+:19]([O-:21])=[O:20])[CH:17]=[CH:18][C:13]=1[CH:11]1[CH2:10][CH2:9][C:8](=[O:23])[CH:7]([OH:6])[CH2:12]1, predict the reactants needed to synthesize it. The reactants are: C([Si](C)(C)[O:6][CH:7]1[CH2:12][CH:11]([C:13]2[CH:18]=[CH:17][C:16]([N+:19]([O-:21])=[O:20])=[CH:15][C:14]=2[F:22])[CH2:10][CH2:9][C:8]1=[O:23])(C)(C)C. (7) Given the product [Cl:7][C:8]1[N:9]=[C:10]([N:28]2[CH2:33][CH2:32][O:31][CH2:30][CH2:29]2)[C:11]2[S:16][C:15]([C:17]3[CH:18]=[C:19]([S:23]([CH2:24][C@H:25]([OH:27])[CH3:26])(=[O:1])=[O:34])[CH:20]=[CH:21][CH:22]=3)=[CH:14][C:12]=2[N:13]=1, predict the reactants needed to synthesize it. The reactants are: [OH:1]OS([O-])=O.[K+].[Cl:7][C:8]1[N:9]=[C:10]([N:28]2[CH2:33][CH2:32][O:31][CH2:30][CH2:29]2)[C:11]2[S:16][C:15]([C:17]3[CH:18]=[C:19]([S:23][CH2:24][C@H:25]([OH:27])[CH3:26])[CH:20]=[CH:21][CH:22]=3)=[CH:14][C:12]=2[N:13]=1.[OH2:34]. (8) Given the product [C:3]([O:7][C:8]([N:10]1[CH2:15][CH2:14][CH:13]([CH:16]([OH:23])[CH2:17][C:18]([O:20][CH2:21][CH3:22])=[O:19])[CH2:12][CH2:11]1)=[O:9])([CH3:5])([CH3:6])[CH3:4], predict the reactants needed to synthesize it. The reactants are: [BH4-].[Na+].[C:3]([O:7][C:8]([N:10]1[CH2:15][CH2:14][CH:13]([C:16](=[O:23])[CH2:17][C:18]([O:20][CH2:21][CH3:22])=[O:19])[CH2:12][CH2:11]1)=[O:9])([CH3:6])([CH3:5])[CH3:4]. (9) Given the product [CH3:1][O:2][C:3]1[CH:4]=[C:5]([CH:6]=[CH:14][C:13](=[O:41])[CH3:18])[CH:8]=[C:9]([O:11][CH3:12])[CH:10]=1, predict the reactants needed to synthesize it. The reactants are: [CH3:1][O:2][C:3]1[CH:4]=[C:5]([CH:8]=[C:9]([O:11][CH3:12])[CH:10]=1)[CH:6]=O.[C:13]1(P(C2C=CC=CC=2)C2C=CC=CC=2)[CH:18]=CC=C[CH:14]=1.C1(C)C=CC=CC=1.C([O-])(=[O:41])C.